Dataset: Full USPTO retrosynthesis dataset with 1.9M reactions from patents (1976-2016). Task: Predict the reactants needed to synthesize the given product. (1) Given the product [OH:6][CH2:7][CH2:8][C:9]1[S:10][CH:11]=[C:12]([CH2:14][CH2:15][N:16]2[CH2:36][CH2:35][C:19]3([O:24][CH2:23][CH2:22][N:21]([C:25]([C:27]4[N:28]=[C:29]([CH:32]([CH3:33])[CH3:34])[S:30][CH:31]=4)=[O:26])[CH2:20]3)[CH2:18][CH2:17]2)[CH:13]=1, predict the reactants needed to synthesize it. The reactants are: [OH-].[Na+].C([O:6][CH2:7][CH2:8][C:9]1[S:10][CH:11]=[C:12]([CH2:14][CH2:15][N:16]2[CH2:36][CH2:35][C:19]3([O:24][CH2:23][CH2:22][N:21]([C:25]([C:27]4[N:28]=[C:29]([CH:32]([CH3:34])[CH3:33])[S:30][CH:31]=4)=[O:26])[CH2:20]3)[CH2:18][CH2:17]2)[CH:13]=1)(=O)C. (2) Given the product [Cl:19][C:20]1[C:21](=[O:32])[C:22]2[C:27](=[CH:26][CH:25]=[CH:24][CH:23]=2)[C:28](=[O:31])[C:29]=1[NH:1][C:2]1[CH:7]=[CH:6][C:5]([S:8]([NH:11][C:12]2[CH:17]=[CH:16][CH:15]=[CH:14][C:13]=2[CH3:18])(=[O:10])=[O:9])=[CH:4][CH:3]=1, predict the reactants needed to synthesize it. The reactants are: [NH2:1][C:2]1[CH:7]=[CH:6][C:5]([S:8]([NH:11][C:12]2[CH:17]=[CH:16][CH:15]=[CH:14][C:13]=2[CH3:18])(=[O:10])=[O:9])=[CH:4][CH:3]=1.[Cl:19][C:20]1[C:21](=[O:32])[C:22]2[C:27]([C:28](=[O:31])[C:29]=1Cl)=[CH:26][CH:25]=[CH:24][CH:23]=2. (3) Given the product [Cl:8][C:9]1[CH:10]=[C:11]([CH:15]([C:16]([C:18]2[CH:19]=[CH:20][C:21]([Cl:24])=[CH:22][CH:23]=2)=[O:17])[CH2:3][CH:2]([CH3:4])[C:1]([O:6][CH3:7])=[O:5])[CH:12]=[CH:13][CH:14]=1, predict the reactants needed to synthesize it. The reactants are: [C:1]([O:6][CH3:7])(=[O:5])[C:2]([CH3:4])=[CH2:3].[Cl:8][C:9]1[CH:10]=[C:11]([CH2:15][C:16]([C:18]2[CH:23]=[CH:22][C:21]([Cl:24])=[CH:20][CH:19]=2)=[O:17])[CH:12]=[CH:13][CH:14]=1.CC(C)([O-])C.[K+]. (4) Given the product [OH:35][N:26]([CH2:27][CH:13]1[C:14](=[O:15])[NH:8][C:9]2[CH:19]=[CH:18][CH:17]=[CH:16][C:10]=2[CH2:11][CH2:12]1)[CH:33]=[O:32].[OH:31][CH2:30][CH:13]1[C:14](=[O:15])[N:8]([CH2:7][C:6]2[CH:5]=[CH:4][C:3]([O:2][CH3:1])=[CH:21][CH:20]=2)[C:9]2[CH:19]=[CH:18][CH:17]=[CH:16][C:10]=2[CH2:11][CH2:12]1, predict the reactants needed to synthesize it. The reactants are: [CH3:1][O:2][C:3]1[CH:21]=[CH:20][C:6]([CH2:7][N:8]2[C:14](=[O:15])[CH2:13][CH2:12][CH2:11][C:10]3[CH:16]=[CH:17][CH:18]=[CH:19][C:9]2=3)=[CH:5][CH:4]=1.[Li+].CC([N-:26][CH:27](C)C)C.[CH:30]([O:32][CH2:33]C)=[O:31].[OH2:35]. (5) Given the product [F:1][C:2]([F:34])([F:33])[C@H:3]([NH:5][S:6]([C:9]1[CH:10]=[N:11][C:12]([C:15]2[N:16]([CH:28]3[CH2:32][CH2:31][CH2:30][CH2:29]3)[C:17]3[C:22]([C:23]=2[C:24]#[N:25])=[CH:21][C:20]([OH:36])=[C:19]([CH3:27])[CH:18]=3)=[CH:13][CH:14]=1)(=[O:8])=[O:7])[CH3:4], predict the reactants needed to synthesize it. The reactants are: [F:1][C:2]([F:34])([F:33])[C@H:3]([NH:5][S:6]([C:9]1[CH:10]=[N:11][C:12]([C:15]2[N:16]([CH:28]3[CH2:32][CH2:31][CH2:30][CH2:29]3)[C:17]3[C:22]([C:23]=2[C:24]#[N:25])=[CH:21][C:20](Br)=[C:19]([CH3:27])[CH:18]=3)=[CH:13][CH:14]=1)(=[O:8])=[O:7])[CH3:4].B1(B2OC(C)(C)C(C)(C)O2)OC(C)(C)C(C)(C)[O:36]1.C([O-])(=O)C.[K+]. (6) Given the product [NH2:15][C:4]1[CH:5]=[C:6]2[C:10](=[C:2]([F:1])[CH:3]=1)[N:9]([CH:11]([CH3:12])[CH3:13])[C:8](=[O:14])[CH2:7]2, predict the reactants needed to synthesize it. The reactants are: [F:1][C:2]1[CH:3]=[C:4]([N+:15]([O-])=O)[CH:5]=[C:6]2[C:10]=1[N:9]([CH:11]([CH3:13])[CH3:12])[C:8](=[O:14])[CH2:7]2.[Cl-].[NH4+]. (7) Given the product [CH3:15][S:12]([C:6]1[CH:5]=[C:4]([CH:9]=[C:8]([O:10][CH2:11][CH3:19])[N:7]=1)[C:3]([OH:2])=[O:16])(=[O:14])=[O:13], predict the reactants needed to synthesize it. The reactants are: C[O:2][C:3](=[O:16])[C:4]1[CH:9]=[C:8]([O:10][CH3:11])[N:7]=[C:6]([S:12]([CH3:15])(=[O:14])=[O:13])[CH:5]=1.[OH-].[Na+].[CH2:19](O)C. (8) Given the product [F:33][C:5]1[C:6]([O:7][CH:8]([C:9]2[O:11][N:37]=[C:34]([CH3:35])[N:36]=2)[C:14]2[O:15][CH:16]=[C:17]([C:19]3[CH:24]=[CH:23][C:22]([C:25]([F:27])([F:28])[F:26])=[CH:21][CH:20]=3)[N:18]=2)=[CH:29][CH:30]=[C:31]([F:32])[C:4]=1[C:1]([NH2:2])=[O:3], predict the reactants needed to synthesize it. The reactants are: [C:1]([C:4]1[C:5]([F:33])=[C:6]([CH:29]=[CH:30][C:31]=1[F:32])[O:7][CH:8]([C:14]1[O:15][CH:16]=[C:17]([C:19]2[CH:24]=[CH:23][C:22]([C:25]([F:28])([F:27])[F:26])=[CH:21][CH:20]=2)[N:18]=1)[C:9]([O:11]CC)=O)(=[O:3])[NH2:2].[C:34](=[N:37]O)([NH2:36])[CH3:35].C([O-])([O-])=O.[K+].[K+].O. (9) Given the product [Cl:40][C:7]1[C:35]2[CH2:36][N:31]([CH2:29][CH3:30])[CH2:32][CH2:33][C:34]=2[N:10]=[C:9]2[CH:18]=[CH:19][C:20]([C:22]#[N:23])=[CH:21][C:8]=12, predict the reactants needed to synthesize it. The reactants are: ClC1C=C(C=CC=1OC)CN[C:7]1C2CN(C)CCC=2[N:10]=[C:9]2[CH:18]=[CH:19][C:20]([C:22]#[N:23])=[CH:21][C:8]=12.[CH2:29]([N:31]1[CH2:36][CH2:35][C:34](=O)[CH2:33][CH2:32]1)[CH3:30].O=P(Cl)(Cl)[Cl:40].